Dataset: Forward reaction prediction with 1.9M reactions from USPTO patents (1976-2016). Task: Predict the product of the given reaction. (1) Given the reactants [C:1](Cl)(=[O:4])[O:2][CH3:3].[CH3:6][NH:7][CH2:8][CH2:9][NH:10][S:11]([C:14]1[CH:19]=[CH:18][C:17]([N:20]2[C:24]([C:25]3[CH:30]=[CH:29][C:28]([CH3:31])=[CH:27][CH:26]=3)=[CH:23][C:22]([C:32]([F:35])([F:34])[F:33])=[N:21]2)=[CH:16][CH:15]=1)(=[O:13])=[O:12], predict the reaction product. The product is: [CH3:6][N:7]([CH2:8][CH2:9][NH:10][S:11]([C:14]1[CH:15]=[CH:16][C:17]([N:20]2[C:24]([C:25]3[CH:30]=[CH:29][C:28]([CH3:31])=[CH:27][CH:26]=3)=[CH:23][C:22]([C:32]([F:35])([F:34])[F:33])=[N:21]2)=[CH:18][CH:19]=1)(=[O:12])=[O:13])[C:1](=[O:4])[O:2][CH3:3]. (2) Given the reactants [CH2:1]([N:3]1[C:11]2[C:10](=[O:12])[NH:9][C:8]([C:13]3[CH:18]=[C:17]([S:19]([N:22]4[CH2:27][CH2:26][N:25]([CH2:28][CH2:29][OH:30])[CH2:24][CH2:23]4)(=[O:21])=[O:20])[CH:16]=[CH:15][C:14]=3[O:31][CH2:32][CH2:33][CH3:34])=[N:7][C:6]=2[C:5]([CH2:35][CH2:36][CH3:37])=[CH:4]1)[CH3:2].[C:38]1([CH2:44][C:45](O)=[O:46])[CH:43]=[CH:42][CH:41]=[CH:40][CH:39]=1.C(OC(N[C@H](C(O)=O)C(C)C)=O)(C)(C)C, predict the reaction product. The product is: [CH2:1]([N:3]1[C:11]2[C:10](=[O:12])[NH:9][C:8]([C:13]3[CH:18]=[C:17]([S:19]([N:22]4[CH2:23][CH2:24][N:25]([CH2:28][CH2:29][O:30][C:45](=[O:46])[CH2:44][C:38]5[CH:43]=[CH:42][CH:41]=[CH:40][CH:39]=5)[CH2:26][CH2:27]4)(=[O:20])=[O:21])[CH:16]=[CH:15][C:14]=3[O:31][CH2:32][CH2:33][CH3:34])=[N:7][C:6]=2[C:5]([CH2:35][CH2:36][CH3:37])=[CH:4]1)[CH3:2].